From a dataset of Reaction yield outcomes from USPTO patents with 853,638 reactions. Predict the reaction yield, written as a fraction of the theoretical maximum amount of product (1.0 means a 100% yield; for example, 0.34 means a 34% yield). (1) The reactants are O1CCCCC1[N:7]1[C:15]2[C:10](=[CH:11][C:12]([C:16]3[N:20]=[CH:19][N:18](C(C4C=CC=CC=4)(C4C=CC=CC=4)C4C=CC=CC=4)[N:17]=3)=[CH:13][CH:14]=2)[C:9]([C:40]2[CH:41]=[C:42]([NH2:46])[CH:43]=[CH:44][CH:45]=2)=[N:8]1.[CH3:47][CH:48]([CH3:52])[C:49](Cl)=[O:50].O. The catalyst is N1C=CC=CC=1. The product is [NH:18]1[CH:19]=[N:20][C:16]([C:12]2[CH:11]=[C:10]3[C:15](=[CH:14][CH:13]=2)[NH:7][N:8]=[C:9]3[C:40]2[CH:41]=[C:42]([NH:46][C:49](=[O:50])[CH:48]([CH3:52])[CH3:47])[CH:43]=[CH:44][CH:45]=2)=[N:17]1. The yield is 0.0500. (2) The reactants are [Cl:1][C:2]1[C:3]2[CH:10]=[CH:9][NH:8][C:4]=2[N:5]=[CH:6][N:7]=1.C1C(=O)N([I:18])C(=O)C1.O. The catalyst is CN(C=O)C. The product is [Cl:1][C:2]1[C:3]2[C:10]([I:18])=[CH:9][NH:8][C:4]=2[N:5]=[CH:6][N:7]=1. The yield is 1.00. (3) The reactants are [CH:1]1([O:4][C:5]2[CH:10]=[CH:9][N:8]=[C:7]([NH:11][C:12]([C:14]3[CH:51]=[CH:50][C:17]([O:18][C:19]4[CH:24]=[CH:23][N:22]=[C:21]5[N:25]([CH2:41][C:42]6[CH:47]=[CH:46][C:45]([O:48][CH3:49])=[CH:44][CH:43]=6)[N:26]=[C:27]([NH:28][C@@H:29]6[CH2:33][CH2:32][N:31]([C:34]([O:36]C(C)(C)C)=O)[CH2:30]6)[C:20]=45)=[CH:16][CH:15]=3)=[O:13])[CH:6]=2)[CH2:3][CH2:2]1.Cl.[CH:53]1([N:56]([CH3:63])[CH2:57]/[CH:58]=[CH:59]/C(O)=O)[CH2:55][CH2:54]1. No catalyst specified. The product is [CH:1]1([O:4][C:5]2[CH:10]=[CH:9][N:8]=[C:7]([NH:11][C:12](=[O:13])[C:14]3[CH:51]=[CH:50][C:17]([O:18][C:19]4[CH:24]=[CH:23][N:22]=[C:21]5[N:25]([CH2:41][C:42]6[CH:47]=[CH:46][C:45]([O:48][CH3:49])=[CH:44][CH:43]=6)[N:26]=[C:27]([NH:28][C@@H:29]6[CH2:33][CH2:32][N:31]([C:34](=[O:36])/[CH:59]=[CH:58]/[CH2:57][N:56]([CH:53]7[CH2:55][CH2:54]7)[CH3:63])[CH2:30]6)[C:20]=45)=[CH:16][CH:15]=3)[CH:6]=2)[CH2:3][CH2:2]1. The yield is 0.440. (4) The reactants are O.C(O)(=O)C.[F:6][C:7]1[CH:12]=[CH:11][CH:10]=[CH:9][C:8]=1[C:13]12[CH2:20][O:19][CH:18]([C:21]([F:24])([F:23])[F:22])[CH:17]1[CH2:16][O:15][NH:14]2.[NH4+].[OH-]. The catalyst is C1COCC1.[Zn].C(Cl)Cl. The product is [NH2:14][C@@:13]1([C:8]2[CH:9]=[CH:10][CH:11]=[CH:12][C:7]=2[F:6])[CH2:20][O:19][C@H:18]([C:21]([F:24])([F:22])[F:23])[C@H:17]1[CH2:16][OH:15]. The yield is 0.906.